Dataset: Full USPTO retrosynthesis dataset with 1.9M reactions from patents (1976-2016). Task: Predict the reactants needed to synthesize the given product. (1) Given the product [CH2:30]([O:32][C:33](=[O:42])[C:34]1[CH:39]=[CH:38][C:37]([C:40]#[C:41][C:12]2[C:13]3[C:14](=[N:15][CH:16]=[C:17]([C:19]4[CH:24]=[CH:23][C:22]([O:25][CH3:26])=[C:21]([O:27][CH3:28])[CH:20]=4)[CH:18]=3)[N:10]([S:7]([C:1]3[CH:6]=[CH:5][CH:4]=[CH:3][CH:2]=3)(=[O:9])=[O:8])[CH:11]=2)=[CH:36][CH:35]=1)[CH3:31], predict the reactants needed to synthesize it. The reactants are: [C:1]1([S:7]([N:10]2[C:14]3=[N:15][CH:16]=[C:17]([C:19]4[CH:24]=[CH:23][C:22]([O:25][CH3:26])=[C:21]([O:27][CH3:28])[CH:20]=4)[CH:18]=[C:13]3[C:12](I)=[CH:11]2)(=[O:9])=[O:8])[CH:6]=[CH:5][CH:4]=[CH:3][CH:2]=1.[CH2:30]([O:32][C:33](=[O:42])[C:34]1[CH:39]=[CH:38][C:37]([C:40]#[CH:41])=[CH:36][CH:35]=1)[CH3:31].C(N(CC)CC)C. (2) Given the product [F:6][C:7]1[N:12]=[C:11]([C:13]2[N:14]([CH2:18][C:19]3[N:24]=[CH:23][N:22]4[CH:25]=[C:26]([C:28]#[N:30])[N:27]=[C:21]4[C:20]=3[CH2:31][CH2:32][CH3:33])[CH:15]=[CH:16][N:17]=2)[CH:10]=[CH:9][CH:8]=1, predict the reactants needed to synthesize it. The reactants are: O=P(Cl)(Cl)Cl.[F:6][C:7]1[N:12]=[C:11]([C:13]2[N:14]([CH2:18][C:19]3[N:24]=[CH:23][N:22]4[CH:25]=[C:26]([C:28]([NH2:30])=O)[N:27]=[C:21]4[C:20]=3[CH2:31][CH2:32][CH3:33])[CH:15]=[CH:16][N:17]=2)[CH:10]=[CH:9][CH:8]=1.